This data is from Full USPTO retrosynthesis dataset with 1.9M reactions from patents (1976-2016). The task is: Predict the reactants needed to synthesize the given product. (1) Given the product [Cl:1][C:2]1[CH:7]=[CH:6][C:5]([CH2:8][C:9]2[N:18]3[N:17]=[C:16]([C:19]4[CH:24]=[CH:23][C:22]([NH:25][S:26]([CH3:29])(=[O:28])=[O:27])=[CH:21][CH:20]=4)[CH:15]=[CH:14][C:13]3=[N:12][N:11]=2)=[CH:4][CH:3]=1, predict the reactants needed to synthesize it. The reactants are: [Cl:1][C:2]1[CH:7]=[CH:6][C:5]([CH2:8][C:9]([NH:11][NH:12][C:13]2[N:18]=[N:17][C:16]([C:19]3[CH:24]=[CH:23][C:22]([NH:25][S:26]([CH3:29])(=[O:28])=[O:27])=[CH:21][CH:20]=3)=[CH:15][CH:14]=2)=O)=[CH:4][CH:3]=1.C1(P(C2C=CC=CC=2)C2C=CC=CC=2)C=CC=CC=1.N([Si](C)(C)C)=[N+]=[N-].N(C(OCC)=O)=NC(OCC)=O. (2) Given the product [CH3:1][C:2]1[CH:7]=[C:6]([N:8]2[CH2:12][CH2:11][CH:10]([N:13]3[CH2:17][CH2:16][CH2:15][CH:14]3[CH3:18])[CH2:9]2)[CH:5]=[CH:4][C:3]=1[NH:19][C:31]([C:26]1[O:27][C:28]2[C:23]([C:24](=[O:34])[CH:25]=1)=[CH:22][C:21]([CH3:20])=[CH:30][CH:29]=2)=[O:32], predict the reactants needed to synthesize it. The reactants are: [CH3:1][C:2]1[CH:7]=[C:6]([N:8]2[CH2:12][CH2:11][CH:10]([N:13]3[CH2:17][CH2:16][CH2:15][CH:14]3[CH3:18])[CH2:9]2)[CH:5]=[CH:4][C:3]=1[NH2:19].[CH3:20][C:21]1[CH:22]=[C:23]2[C:28](=[CH:29][CH:30]=1)[O:27][C:26]([C:31](O)=[O:32])=[CH:25][C:24]2=[O:34]. (3) Given the product [OH:12][CH2:11][CH:10]([O:20][CH2:21][N:22]1[CH:29]=[C:28]([I:30])[C:26](=[O:27])[NH:25][C:23]1=[O:24])[CH2:9][OH:8], predict the reactants needed to synthesize it. The reactants are: C([O:8][CH2:9][CH:10]([O:20][CH2:21][N:22]1[CH:29]=[C:28]([I:30])[C:26](=[O:27])[NH:25][C:23]1=[O:24])[CH2:11][O:12]CC1C=CC=CC=1)C1C=CC=CC=1.B(Cl)(Cl)Cl.CO.[NH4+].[OH-]. (4) The reactants are: [CH2:1]([CH2:11][NH2:12])[CH2:2][C:3]([NH2:10])([C:7]([OH:9])=[O:8])[CH:4]([F:6])[F:5].[CH3:13][C:14]([O:16][C:17]1[CH:18]=[CH:19][CH:20]=[CH:21][C:22]=1[C:23]([OH:25])=[O:24])=[O:15]. Given the product [CH2:1]([CH2:11][NH2:12])[CH2:2][C:3]([NH2:10])([C:7]([OH:9])=[O:8])[CH:4]([F:6])[F:5].[CH3:13][C:14]([O:16][C:17]1[CH:18]=[CH:19][CH:20]=[CH:21][C:22]=1[C:23]([OH:25])=[O:24])=[O:15], predict the reactants needed to synthesize it. (5) Given the product [CH3:15][O:14][C:2]1[CH:1]=[C:13]2[C:5]([C:6]3[CH:7]=[CH:8][C:9]([C:16](=[O:18])[CH3:17])=[CH:10][C:11]=3[CH2:12]2)=[CH:4][CH:3]=1, predict the reactants needed to synthesize it. The reactants are: [CH:1]1[C:13]2[CH2:12][C:11]3[C:6](=[CH:7][CH:8]=[CH:9][CH:10]=3)[C:5]=2[CH:4]=[CH:3][C:2]=1[O:14][CH3:15].[C:16](Cl)(=[O:18])[CH3:17].[Al+3].[Cl-].[Cl-].[Cl-]. (6) Given the product [CH2:1]([O:8][C:9]([N:11]1[CH2:15][CH:14]([O:16][C:17](=[O:19])[CH3:18])[CH2:13][CH:12]1[CH2:20][CH:21]1[C:29]2[C:24](=[CH:25][CH:26]=[C:27]([CH:42]=[CH2:43])[CH:28]=2)[N:23]([C:31](=[O:33])[CH3:32])[CH2:22]1)=[O:10])[C:2]1[CH:7]=[CH:6][CH:5]=[CH:4][CH:3]=1, predict the reactants needed to synthesize it. The reactants are: [CH2:1]([O:8][C:9]([N:11]1[CH2:15][CH:14]([O:16][C:17](=[O:19])[CH3:18])[CH2:13][CH:12]1[CH2:20][CH:21]1[C:29]2[C:24](=[CH:25][CH:26]=[C:27](Br)[CH:28]=2)[N:23]([C:31](=[O:33])[CH3:32])[CH2:22]1)=[O:10])[C:2]1[CH:7]=[CH:6][CH:5]=[CH:4][CH:3]=1.C([O-])([O-])=O.[K+].[K+].CO[CH2:42][CH2:43]OC.O.